From a dataset of Full USPTO retrosynthesis dataset with 1.9M reactions from patents (1976-2016). Predict the reactants needed to synthesize the given product. (1) Given the product [NH2:1][C:2]1[O:6][N:5]=[C:4]([C:7]2[CH:12]=[CH:11][C:10]([O:13][C:14]([F:17])([F:15])[F:16])=[CH:9][CH:8]=2)[C:3]=1[C:18]([N:44]1[CH2:43][CH2:42][N:41]([C:37]2[CH:38]=[CH:39][CH:40]=[C:35]([O:34][CH3:33])[CH:36]=2)[CH2:46][CH2:45]1)=[O:20], predict the reactants needed to synthesize it. The reactants are: [NH2:1][C:2]1[O:6][N:5]=[C:4]([C:7]2[CH:12]=[CH:11][C:10]([O:13][C:14]([F:17])([F:16])[F:15])=[CH:9][CH:8]=2)[C:3]=1[C:18]([OH:20])=O.Cl.C(N=C=NCCCN(C)C)C.[CH3:33][O:34][C:35]1[CH:36]=[C:37]([N:41]2[CH2:46][CH2:45][NH:44][CH2:43][CH2:42]2)[CH:38]=[CH:39][CH:40]=1. (2) The reactants are: [Cl:1][C:2]1[CH:10]=[CH:9][C:5]([C:6]([OH:8])=O)=[CH:4][C:3]=1[C:11]([F:14])([F:13])[F:12].C1N=CN(C(N2C=NC=C2)=O)C=1.[C:27]([C:29]1[C:30]([C:43]([F:46])([F:45])[F:44])=[C:31]2[C:35](=[CH:36][CH:37]=1)[N:34]([CH2:38][C:39](=[NH:42])[NH:40]O)[CH:33]=[CH:32]2)#[N:28]. Given the product [Cl:1][C:2]1[CH:10]=[CH:9][C:5]([C:6]2[O:8][N:42]=[C:39]([CH2:38][N:34]3[C:35]4[C:31](=[C:30]([C:43]([F:46])([F:44])[F:45])[C:29]([C:27]#[N:28])=[CH:37][CH:36]=4)[CH:32]=[CH:33]3)[N:40]=2)=[CH:4][C:3]=1[C:11]([F:14])([F:13])[F:12], predict the reactants needed to synthesize it. (3) Given the product [O:12]1[CH2:13][CH2:14][N:9]([C:4]2[N:3]=[C:2]([NH2:1])[CH:7]=[CH:6][CH:5]=2)[CH2:10][CH2:11]1, predict the reactants needed to synthesize it. The reactants are: [NH2:1][C:2]1[CH:7]=[CH:6][CH:5]=[C:4](Cl)[N:3]=1.[NH:9]1[CH2:14][CH2:13][O:12][CH2:11][CH2:10]1. (4) The reactants are: [CH3:1][N:2]([CH3:29])[C:3]([N:5]1[CH2:10][CH2:9][N:8]([CH2:11][C:12]2[S:20][C:19]3[C:18]([N:21]4[CH2:26][CH2:25][O:24][CH2:23][CH2:22]4)=[N:17][C:16](Cl)=[N:15][C:14]=3[C:13]=2[CH3:28])[CH2:7][CH2:6]1)=[O:4].CC1(C)C(C)(C)OB([C:38]2[CH:39]=[N:40][C:41]([NH2:44])=[N:42][CH:43]=2)O1. Given the product [NH2:44][C:41]1[N:42]=[CH:43][C:38]([C:16]2[N:17]=[C:18]([N:21]3[CH2:26][CH2:25][O:24][CH2:23][CH2:22]3)[C:19]3[S:20][C:12]([CH2:11][N:8]4[CH2:9][CH2:10][N:5]([C:3]([N:2]([CH3:29])[CH3:1])=[O:4])[CH2:6][CH2:7]4)=[C:13]([CH3:28])[C:14]=3[N:15]=2)=[CH:39][N:40]=1, predict the reactants needed to synthesize it. (5) The reactants are: C1(S)C=CC=CC=1.C[O:9][C:10]1[CH:15]=[C:14]([N:16]2[CH:20]=[CH:19][CH:18]=[N:17]2)[CH:13]=[CH:12][C:11]=1[C:21]1[N:26]=[N:25][C:24]([N:27]([CH3:38])[CH:28]2[CH2:33][C:32]([CH3:35])([CH3:34])[NH:31][C:30]([CH3:37])([CH3:36])[CH2:29]2)=[CH:23][CH:22]=1.C([O-])([O-])=O.[K+].[K+]. Given the product [CH3:38][N:27]([CH:28]1[CH2:33][C:32]([CH3:35])([CH3:34])[NH:31][C:30]([CH3:37])([CH3:36])[CH2:29]1)[C:24]1[N:25]=[N:26][C:21]([C:11]2[CH:12]=[CH:13][C:14]([N:16]3[CH:20]=[CH:19][CH:18]=[N:17]3)=[CH:15][C:10]=2[OH:9])=[CH:22][CH:23]=1, predict the reactants needed to synthesize it.